Dataset: Reaction yield outcomes from USPTO patents with 853,638 reactions. Task: Predict the reaction yield, written as a fraction of the theoretical maximum amount of product (1.0 means a 100% yield; for example, 0.34 means a 34% yield). (1) The reactants are [Br:1][C:2]1[CH:3]=[CH:4][C:5](Cl)=[N:6][CH:7]=1.[CH:9]([N:22]1[CH2:25][CH:24]([OH:26])[CH2:23]1)([C:16]1[CH:21]=[CH:20][CH:19]=[CH:18][CH:17]=1)[C:10]1[CH:15]=[CH:14][CH:13]=[CH:12][CH:11]=1. No catalyst specified. The product is [CH:9]([N:22]1[CH2:25][CH:24]([O:26][C:5]2[CH:4]=[CH:3][C:2]([Br:1])=[CH:7][N:6]=2)[CH2:23]1)([C:16]1[CH:21]=[CH:20][CH:19]=[CH:18][CH:17]=1)[C:10]1[CH:11]=[CH:12][CH:13]=[CH:14][CH:15]=1. The yield is 0.640. (2) The reactants are Cl.[NH2:2][CH2:3][CH:4]([C:9]1[CH:14]=[CH:13][C:12]([Cl:15])=[CH:11][CH:10]=1)[C:5]([O:7][CH3:8])=[O:6].C1COCC1.CCN(C(C)C)C(C)C.O([CH2:38][C:39]([F:42])([F:41])[F:40])S(C(F)(F)F)(=O)=O. The catalyst is CN(C=O)C. The product is [Cl:15][C:12]1[CH:11]=[CH:10][C:9]([CH:4]([CH2:3][NH:2][CH2:38][C:39]([F:42])([F:41])[F:40])[C:5]([O:7][CH3:8])=[O:6])=[CH:14][CH:13]=1. The yield is 0.930. (3) The reactants are [CH:1]1([NH:6][C:7](=[O:23])[NH:8][C@H:9]([C:17]2[CH:22]=[CH:21][CH:20]=[CH:19][CH:18]=2)[C:10]([O:12]C(C)(C)C)=[O:11])[CH2:5][CH2:4][CH2:3][CH2:2]1.C(O)(C(F)(F)F)=O. The catalyst is C(Cl)Cl. The product is [CH:1]1([NH:6][C:7](=[O:23])[NH:8][C@H:9]([C:17]2[CH:18]=[CH:19][CH:20]=[CH:21][CH:22]=2)[C:10]([OH:12])=[O:11])[CH2:5][CH2:4][CH2:3][CH2:2]1. The yield is 0.640. (4) The yield is 0.750. The reactants are [Cl:1][C:2]1[CH:3]=[C:4]([NH:15][C:16]2[C:17]3[N:18]([CH:24]=[C:25](C(O)=O)[C:26]=3[CH3:27])[N:19]=[CH:20][C:21]=2[C:22]#[N:23])[CH:5]=[CH:6][C:7]=1[S:8][C:9]1[N:10]([CH3:14])[CH:11]=[CH:12][N:13]=1.CC[N:33]([CH2:36]C)CC.C1C=CC(P(N=[N+]=[N-])(C2C=CC=CC=2)=[O:45])=CC=1.[Si](N=[N+]=[N-])(C)(C)C.[N:62]1([CH2:68][CH2:69][NH2:70])[CH2:67][CH2:66][O:65][CH2:64][CH2:63]1. The product is [Cl:1][C:2]1[CH:3]=[C:4]([NH:15][C:16]2[C:17]3[N:18]([CH:24]=[C:25]([NH:33][C:36]([NH:70][CH2:69][CH2:68][N:62]4[CH2:67][CH2:66][O:65][CH2:64][CH2:63]4)=[O:45])[C:26]=3[CH3:27])[N:19]=[CH:20][C:21]=2[C:22]#[N:23])[CH:5]=[CH:6][C:7]=1[S:8][C:9]1[N:10]([CH3:14])[CH:11]=[CH:12][N:13]=1. The catalyst is O1CCOCC1. (5) The reactants are [N:1]([O-])=O.[Na+].[CH2:5]([O:12][C:13]1[CH:19]=[CH:18][C:16]([NH2:17])=[C:15]([F:20])[CH:14]=1)[C:6]1[CH:11]=[CH:10][CH:9]=[CH:8][CH:7]=1.Cl.[CH3:22][O:23][CH2:24][C:25](=[O:31])[CH2:26][C:27]([O:29][CH3:30])=[O:28].CC([O-])=O.[Na+]. The catalyst is O.CO. The product is [CH2:5]([O:12][C:13]1[CH:19]=[CH:18][C:16]([NH:17][N:1]=[C:26]([C:25](=[O:31])[CH2:24][O:23][CH3:22])[C:27]([O:29][CH3:30])=[O:28])=[C:15]([F:20])[CH:14]=1)[C:6]1[CH:7]=[CH:8][CH:9]=[CH:10][CH:11]=1. The yield is 0.910. (6) The reactants are Br[C:2](Br)=[CH:3][C:4]1[N:5]=[C:6]([CH:9]2[CH2:14][CH2:13][N:12]([C:15]([O:17][C:18]([CH3:21])([CH3:20])[CH3:19])=[O:16])[CH2:11][CH2:10]2)[S:7][CH:8]=1.Cl.C(O)C.O. The catalyst is O1CCCC1. The product is [C:3]([C:4]1[N:5]=[C:6]([CH:9]2[CH2:14][CH2:13][N:12]([C:15]([O:17][C:18]([CH3:21])([CH3:20])[CH3:19])=[O:16])[CH2:11][CH2:10]2)[S:7][CH:8]=1)#[CH:2]. The yield is 0.680. (7) The catalyst is O1CCOCC1.C1C=CC(/C=C/C(/C=C/C2C=CC=CC=2)=O)=CC=1.C1C=CC(/C=C/C(/C=C/C2C=CC=CC=2)=O)=CC=1.C1C=CC(/C=C/C(/C=C/C2C=CC=CC=2)=O)=CC=1.[Pd].[Pd]. The yield is 0.296. The reactants are Cl[C:2]1[CH:7]=[C:6]([O:8][C:9]2[C:14]([F:15])=[CH:13][C:12]([NH:16][C:17]([C:19]3[C:20](=[O:35])[N:21]([C:28]4[CH:33]=[CH:32][C:31]([F:34])=[CH:30][CH:29]=4)[CH:22]=[CH:23][C:24]=3[O:25][CH2:26][CH3:27])=[O:18])=[C:11]([F:36])[CH:10]=2)[CH:5]=[CH:4][N:3]=1.[C:37]([NH2:43])(=[O:42])[C:38]([CH3:41])([CH3:40])[CH3:39].CC1(C)C2C(=C(P(C3C=CC=CC=3)C3C=CC=CC=3)C=CC=2)OC2C(P(C3C=CC=CC=3)C3C=CC=CC=3)=CC=CC1=2.C([O-])([O-])=O.[Cs+].[Cs+]. The product is [F:36][C:11]1[CH:10]=[C:9]([O:8][C:6]2[CH:5]=[CH:4][N:3]=[C:2]([NH:43][C:37](=[O:42])[C:38]([CH3:41])([CH3:40])[CH3:39])[CH:7]=2)[C:14]([F:15])=[CH:13][C:12]=1[NH:16][C:17]([C:19]1[C:20](=[O:35])[N:21]([C:28]2[CH:33]=[CH:32][C:31]([F:34])=[CH:30][CH:29]=2)[CH:22]=[CH:23][C:24]=1[O:25][CH2:26][CH3:27])=[O:18]. (8) The reactants are C(N(CC)CC)C.[CH:8]([C:10]1[C:18]2[C:13](=[CH:14][CH:15]=[CH:16][CH:17]=2)[N:12](C(OC(C)(C)C)=O)[CH:11]=1)=[O:9].[CH3:26][O:27][C:28]1[CH:29]=[C:30]([CH:43]=[CH:44][CH:45]=1)[N:31]=[CH:32][C:33]1[N:34]=[C:35]2[C:40]([CH3:41])=[CH:39][CH:38]=[CH:37][N:36]2[CH:42]=1. The catalyst is [Cl-].C([N+]1C(C)=C(CCO)SC=1)C1C=CC=CC=1.C(O)C. The product is [NH:12]1[C:13]2[C:18](=[CH:17][CH:16]=[CH:15][CH:14]=2)[C:10]([C:8](=[O:9])[CH:32]([NH:31][C:30]2[CH:43]=[CH:44][CH:45]=[C:28]([O:27][CH3:26])[CH:29]=2)[C:33]2[N:34]=[C:35]3[C:40]([CH3:41])=[CH:39][CH:38]=[CH:37][N:36]3[CH:42]=2)=[CH:11]1. The yield is 0.0500. (9) The reactants are [Cl:1][C:2]1[CH:3]=[C:4]([NH2:20])[CH:5]=[C:6]([Cl:19])[C:7]=1[O:8][C:9]1[S:10][C:11]2[CH:17]=[C:16]([Cl:18])[CH:15]=[CH:14][C:12]=2[N:13]=1.Cl[C:22]1[CH:23]=[C:24]([S:32](Cl)(=[O:34])=[O:33])[CH:25]=[CH:26][C:27]=1[C:28]([F:31])([F:30])[F:29].O.[ClH:37]. The catalyst is N1C=CC=CC=1. The product is [Cl:37][C:25]1[CH:26]=[C:27]([C:28]([F:31])([F:30])[F:29])[CH:22]=[CH:23][C:24]=1[S:32]([NH:20][C:4]1[CH:3]=[C:2]([Cl:1])[C:7]([O:8][C:9]2[S:10][C:11]3[CH:17]=[C:16]([Cl:18])[CH:15]=[CH:14][C:12]=3[N:13]=2)=[C:6]([Cl:19])[CH:5]=1)(=[O:34])=[O:33]. The yield is 0.650.